From a dataset of Forward reaction prediction with 1.9M reactions from USPTO patents (1976-2016). Predict the product of the given reaction. Given the reactants C([O:3][C:4]([C:6]1[CH:7]=[C:8]([C:18]2[C:19]([C:24]3[CH:29]=[C:28]([C:30]([F:33])([F:32])[F:31])[CH:27]=[CH:26][C:25]=3[O:34][CH2:35][C:36]3[CH:41]=[CH:40][CH:39]=[CH:38][CH:37]=3)=[CH:20][CH:21]=[CH:22][CH:23]=2)[CH:9]=[C:10]([NH:12][C:13](=[O:17])[CH2:14][CH2:15][CH3:16])[CH:11]=1)=[O:5])C.[OH-].[Na+].Cl, predict the reaction product. The product is: [CH2:35]([O:34][C:25]1[CH:26]=[CH:27][C:28]([C:30]([F:33])([F:31])[F:32])=[CH:29][C:24]=1[C:19]1[C:18]([C:8]2[CH:9]=[C:10]([NH:12][C:13](=[O:17])[CH2:14][CH2:15][CH3:16])[CH:11]=[C:6]([C:4]([OH:5])=[O:3])[CH:7]=2)=[CH:23][CH:22]=[CH:21][CH:20]=1)[C:36]1[CH:37]=[CH:38][CH:39]=[CH:40][CH:41]=1.